Dataset: Forward reaction prediction with 1.9M reactions from USPTO patents (1976-2016). Task: Predict the product of the given reaction. (1) Given the reactants F[C:2]1[C:7]([C:8]([F:11])([F:10])[F:9])=[CH:6][CH:5]=[CH:4][C:3]=1[N+:12]([O-:14])=[O:13].[NH2:15][CH2:16][C@@H:17]1[CH2:21][CH2:20][N:19]([C:22]([O:24][C:25]([CH3:28])([CH3:27])[CH3:26])=[O:23])[CH2:18]1.CCN(C(C)C)C(C)C, predict the reaction product. The product is: [N+:12]([C:3]1[CH:4]=[CH:5][CH:6]=[C:7]([C:8]([F:11])([F:10])[F:9])[C:2]=1[NH:15][CH2:16][C@@H:17]1[CH2:21][CH2:20][N:19]([C:22]([O:24][C:25]([CH3:28])([CH3:27])[CH3:26])=[O:23])[CH2:18]1)([O-:14])=[O:13]. (2) Given the reactants C(O)(=O)[C:2]1[CH:7]=[CH:6][CH:5]=[CH:4][CH:3]=1.[C:10](=[O:13])([O-])[O-].[K+].[K+].[N+:16]([CH2:18][C:19]([O:21][CH3:22])=[O:20])#[C-:17].[CH:23]1C=CC(P(N=[N+]=[N-])(C2C=CC=CC=2)=O)=CC=1.C1(C)C=CC=CC=1.CCO[C:50]([CH3:52])=O, predict the reaction product. The product is: [CH3:22][O:21][C:19]([C:18]1[N:16]=[C:17]([CH3:23])[O:13][C:10]=1[C:7]1[CH:2]=[CH:3][C:4]([CH3:5])=[C:50]([CH3:52])[CH:6]=1)=[O:20]. (3) Given the reactants [CH2:1]([O:8][C:9]1[C:10]2[N:11]([C:15](I)=[CH:16][N:17]=2)[CH:12]=[CH:13][CH:14]=1)[C:2]1[CH:7]=[CH:6][CH:5]=[CH:4][CH:3]=1.[Li]CCCC.[CH:24]([P:34]([O:39][CH2:40][CH3:41])(=[O:38])[O:35][CH2:36][CH3:37])([P:26]([O:31][CH2:32][CH3:33])(=[O:30])[O:27][CH2:28][CH3:29])[CH3:25], predict the reaction product. The product is: [CH2:36]([O:35][P:34]([CH:24]([P:26]([O:31][CH2:32][CH3:33])([O:27][CH2:28][CH3:29])=[O:30])[CH2:25][C:15]1[N:11]2[CH:12]=[CH:13][CH:14]=[C:9]([O:8][CH2:1][C:2]3[CH:7]=[CH:6][CH:5]=[CH:4][CH:3]=3)[C:10]2=[N:17][CH:16]=1)(=[O:38])[O:39][CH2:40][CH3:41])[CH3:37]. (4) Given the reactants [Cl:1][C:2]1[CH:7]=[C:6]([Cl:8])[CH:5]=[CH:4][C:3]=1[CH2:9][C:10]([OH:12])=O.C(Cl)(=O)C(Cl)=O.[N+:19]([CH2:21][C:22]([O:24][CH2:25][CH3:26])=[O:23])#[C-:20].C([Li])CCC.[Cl-].[NH4+], predict the reaction product. The product is: [Cl:1][C:2]1[CH:7]=[C:6]([Cl:8])[CH:5]=[CH:4][C:3]=1[CH2:9][C:10]1[O:12][CH:20]=[N:19][C:21]=1[C:22]([O:24][CH2:25][CH3:26])=[O:23].